From a dataset of Catalyst prediction with 721,799 reactions and 888 catalyst types from USPTO. Predict which catalyst facilitates the given reaction. (1) Reactant: [CH2:1]([N:8]1[C@H:13]([CH2:14][CH2:15][O:16][Si:17]([C:20]([CH3:23])([CH3:22])[CH3:21])([CH3:19])[CH3:18])[CH2:12][O:11][CH:10]([CH3:24])[C:9]1=[O:25])[C:2]1[CH:7]=[CH:6][CH:5]=[CH:4][CH:3]=1.[CH:26]([N-]C(C)C)(C)C.[Li+].IC.[Cl-].[NH4+]. Product: [CH2:1]([N:8]1[C@H:13]([CH2:14][CH2:15][O:16][Si:17]([C:20]([CH3:21])([CH3:23])[CH3:22])([CH3:18])[CH3:19])[CH2:12][O:11][C:10]([CH3:26])([CH3:24])[C:9]1=[O:25])[C:2]1[CH:7]=[CH:6][CH:5]=[CH:4][CH:3]=1. The catalyst class is: 7. (2) Reactant: [N:1]([CH:4]([C:6]1[CH:7]=[C:8]2[N:13]([C:14]=1[C:15]1[CH:20]=[N:19][CH:18]=[CH:17][N:16]=1)[CH:12]=[CH:11][CH:10]=[CH:9]2)[CH3:5])=[N+]=[N-].C1C=CC(P(C2C=CC=CC=2)C2C=CC=CC=2)=CC=1.O. Product: [N:16]1[CH:17]=[CH:18][N:19]=[CH:20][C:15]=1[C:14]1[N:13]2[C:8]([CH:9]=[CH:10][CH:11]=[CH:12]2)=[CH:7][C:6]=1[CH:4]([NH2:1])[CH3:5]. The catalyst class is: 1. (3) Reactant: COC1C=C(C=CC=1)C(NCC1SC(S(N2CCC(NC3C=CC=C(S(C(F)(F)F)(=O)=O)C=3)CC2)(=O)=O)=C(C(O)=O)C=1)=O.[CH2:44]([N:47]([CH2:51][C:52]1[S:56][C:55]([S:57](Cl)(=[O:59])=[O:58])=[CH:54][CH:53]=1)[CH2:48][CH:49]=[CH2:50])[CH:45]=[CH2:46].[Li]C(C)(C)C.CCCCC.C1C(=O)N(Cl)C(=O)C1.[O:79]1[C:83]2([CH2:88][CH2:87][NH:86][CH2:85][CH2:84]2)[O:82][CH2:81][CH2:80]1.C(N(CC)CC)C. Product: [CH2:44]([N:47]([CH2:48][CH:49]=[CH2:50])[CH2:51][C:52]1[S:56][C:55]([S:57]([N:86]2[CH2:87][CH2:88][C:83]3([O:82][CH2:81][CH2:80][O:79]3)[CH2:84][CH2:85]2)(=[O:59])=[O:58])=[CH:54][CH:53]=1)[CH:45]=[CH2:46]. The catalyst class is: 876.